From a dataset of Full USPTO retrosynthesis dataset with 1.9M reactions from patents (1976-2016). Predict the reactants needed to synthesize the given product. (1) Given the product [Cl:23][C:5]1[C:6]([NH:8][CH:9]2[CH2:14][CH2:13][N:12]([C:15]3[N:20]=[N:19][C:18]([C:21]#[N:22])=[CH:17][CH:16]=3)[CH2:11][CH2:10]2)=[N:7][C:2]([NH:31][C:27]2[CH:28]=[C:29]([CH3:30])[N:25]([CH3:24])[N:26]=2)=[N:3][CH:4]=1, predict the reactants needed to synthesize it. The reactants are: Cl[C:2]1[N:7]=[C:6]([NH:8][CH:9]2[CH2:14][CH2:13][N:12]([C:15]3[N:20]=[N:19][C:18]([C:21]#[N:22])=[CH:17][CH:16]=3)[CH2:11][CH2:10]2)[C:5]([Cl:23])=[CH:4][N:3]=1.[CH3:24][N:25]1[C:29]([CH3:30])=[CH:28][C:27]([NH2:31])=[N:26]1.C1C=CC(P(C2C(C3C(P(C4C=CC=CC=4)C4C=CC=CC=4)=CC=C4C=3C=CC=C4)=C3C(C=CC=C3)=CC=2)C2C=CC=CC=2)=CC=1.C(=O)([O-])[O-].[Cs+].[Cs+]. (2) Given the product [N:14]1([C:12]2[C:11]([Cl:18])=[CH:10][C:9]3[NH:19][C:20](=[O:32])[CH2:21][C:22]([C:24]4[CH:29]=[CH:28][N:27]=[C:26]([C:30]#[N:31])[CH:25]=4)=[N:7][C:8]=3[CH:13]=2)[CH2:17][CH2:16][CH2:15]1, predict the reactants needed to synthesize it. The reactants are: C(OC(=O)[NH:7][C:8]1[CH:13]=[C:12]([N:14]2[CH2:17][CH2:16][CH2:15]2)[C:11]([Cl:18])=[CH:10][C:9]=1[NH:19][C:20](=[O:32])[CH2:21][C:22]([C:24]1[CH:29]=[CH:28][N:27]=[C:26]([C:30]#[N:31])[CH:25]=1)=O)(C)(C)C.C(O)(C(F)(F)F)=O. (3) Given the product [OH:44][CH:45]1[CH2:48][N:47]([C:29](=[O:31])[CH2:28][C:25]2[CH:24]=[CH:23][C:22]([O:21][CH2:20][CH2:19][C@@H:17]3[CH2:18][C@@H:16]3[CH:13]3[CH2:14][CH2:15][N:10]([C:7]4[N:6]=[CH:5][C:4]([CH2:3][O:2][CH3:1])=[CH:9][N:8]=4)[CH2:11][CH2:12]3)=[CH:27][CH:26]=2)[CH2:46]1, predict the reactants needed to synthesize it. The reactants are: [CH3:1][O:2][CH2:3][C:4]1[CH:5]=[N:6][C:7]([N:10]2[CH2:15][CH2:14][CH:13]([C@H:16]3[CH2:18][C@H:17]3[CH2:19][CH2:20][O:21][C:22]3[CH:27]=[CH:26][C:25]([CH2:28][C:29]([OH:31])=O)=[CH:24][CH:23]=3)[CH2:12][CH2:11]2)=[N:8][CH:9]=1.O.ON1C2C=CC=CC=2N=N1.Cl.[OH:44][CH:45]1[CH2:48][NH:47][CH2:46]1.Cl.C(/N=N/CCCN(C)C)C.C(N(CC)CC)C.